The task is: Predict which catalyst facilitates the given reaction.. This data is from Catalyst prediction with 721,799 reactions and 888 catalyst types from USPTO. (1) Reactant: [OH:1][C@@H:2]1[C@@H:10]([CH2:11][OH:12])[O:9][C@H:8]2[C@H:4]([N:5]=[C:6]([N:13]([CH3:21])[C:14](=[O:20])[O:15][C:16]([CH3:19])([CH3:18])[CH3:17])[S:7]2)[C@H:3]1[OH:22].C(N(CC)CC)C.[C:30]([Si:34](Cl)([CH3:36])[CH3:35])([CH3:33])([CH3:32])[CH3:31]. Product: [Si:34]([O:12][CH2:11][C@H:10]1[O:9][C@H:8]2[C@H:4]([N:5]=[C:6]([N:13]([CH3:21])[C:14](=[O:20])[O:15][C:16]([CH3:18])([CH3:19])[CH3:17])[S:7]2)[C@@H:3]([OH:22])[C@@H:2]1[OH:1])([C:30]([CH3:33])([CH3:32])[CH3:31])([CH3:36])[CH3:35]. The catalyst class is: 166. (2) Reactant: [Cl:1][C:2]1[CH:7]=[C:6](Cl)[N:5]2[N:9]=[C:10]([C:12]3[CH:17]=[CH:16][CH:15]=[CH:14][CH:13]=3)[CH:11]=[C:4]2[N:3]=1.[NH:18]1[CH2:23][CH2:22][O:21][CH2:20][CH2:19]1. Product: [Cl:1][C:2]1[CH:7]=[C:6]([N:18]2[CH2:23][CH2:22][O:21][CH2:20][CH2:19]2)[N:5]2[N:9]=[C:10]([C:12]3[CH:17]=[CH:16][CH:15]=[CH:14][CH:13]=3)[CH:11]=[C:4]2[N:3]=1. The catalyst class is: 12. (3) Reactant: [CH3:1][S:2]([O:5][C:6]1[CH:11]=[CH:10][CH:9]=[C:8]([C:12]2[O:13][C:14]([CH3:29])=[C:15]([CH2:17][O:18][C:19]3[CH:24]=[CH:23][C:22]([CH2:25]Cl)=[CH:21][C:20]=3[O:27][CH3:28])[N:16]=2)[CH:7]=1)(=[O:4])=[O:3].[OH:30][C:31]1[C:35]([CH:36]=[O:37])=[CH:34][N:33]([C:38]2[CH:43]=[CH:42][CH:41]=[CH:40][CH:39]=2)[N:32]=1.CN(C)C=O.[H-].[Na+]. Product: [CH3:1][S:2]([O:5][C:6]1[CH:11]=[CH:10][CH:9]=[C:8]([C:12]2[O:13][C:14]([CH3:29])=[C:15]([CH2:17][O:18][C:19]3[CH:24]=[CH:23][C:22]([CH2:25][O:30][C:31]4[C:35]([CH:36]=[O:37])=[CH:34][N:33]([C:38]5[CH:39]=[CH:40][CH:41]=[CH:42][CH:43]=5)[N:32]=4)=[CH:21][C:20]=3[O:27][CH3:28])[N:16]=2)[CH:7]=1)(=[O:4])=[O:3]. The catalyst class is: 6. (4) Reactant: [Cl:1][C:2]1[N:6]([C:7]2[CH:8]=[C:9]([CH:15]=[CH:16][CH:17]=2)[C:10]([O:12]CC)=[O:11])[C:5]2[CH:18]=[CH:19][C:20]([C:22]([F:25])([F:24])[F:23])=[CH:21][C:4]=2[N:3]=1.[OH-].[Na+].Cl.C(OCC)(=O)C. Product: [Cl:1][C:2]1[N:6]([C:7]2[CH:8]=[C:9]([CH:15]=[CH:16][CH:17]=2)[C:10]([OH:12])=[O:11])[C:5]2[CH:18]=[CH:19][C:20]([C:22]([F:25])([F:24])[F:23])=[CH:21][C:4]=2[N:3]=1. The catalyst class is: 220. (5) Reactant: [O:1]1[C:6]2[CH:7]=[CH:8][CH:9]=[CH:10][C:5]=2[NH:4][CH2:3][CH2:2]1.[C:11]1(=[O:17])[O:16][C:14](=[O:15])[CH2:13][CH2:12]1. Product: [O:1]1[C:6]2[CH:7]=[CH:8][CH:9]=[CH:10][C:5]=2[N:4]([C:11](=[O:17])[CH2:12][CH2:13][C:14]([OH:16])=[O:15])[CH2:3][CH2:2]1. The catalyst class is: 11. (6) Reactant: Br[C:2]1[C:7]([CH3:8])=[CH:6][C:5]([OH:9])=[C:4]([CH:10]2[CH2:12][CH2:11]2)[CH:3]=1.[CH3:13][C:14]([CH3:17])([O-])[CH3:15].[Na+].CC[O:21]CC.[NH4+].[Cl-]. Product: [C:14]([O:9][C:5]1[C:4]([CH:10]2[CH2:12][CH2:11]2)=[CH:3][C:2]([OH:21])=[C:7]([CH3:8])[CH:6]=1)([CH3:17])([CH3:15])[CH3:13]. The catalyst class is: 122. (7) Reactant: [CH2:1]([C:8]1[CH:16]=[CH:15][C:11]([C:12]([OH:14])=O)=[CH:10][CH:9]=1)[C:2]1[CH:7]=[CH:6][CH:5]=[CH:4][CH:3]=1.C(Cl)(=O)C(Cl)=O.C(N(CC)CC)C.[NH2:30][C:31]1[CH:41]=[CH:40][C:34]([C:35]([O:37][CH2:38][CH3:39])=[O:36])=[CH:33][C:32]=1[F:42]. Product: [CH2:1]([C:8]1[CH:9]=[CH:10][C:11]([C:12]([NH:30][C:31]2[CH:41]=[CH:40][C:34]([C:35]([O:37][CH2:38][CH3:39])=[O:36])=[CH:33][C:32]=2[F:42])=[O:14])=[CH:15][CH:16]=1)[C:2]1[CH:3]=[CH:4][CH:5]=[CH:6][CH:7]=1. The catalyst class is: 139.